This data is from Reaction yield outcomes from USPTO patents with 853,638 reactions. The task is: Predict the reaction yield, written as a fraction of the theoretical maximum amount of product (1.0 means a 100% yield; for example, 0.34 means a 34% yield). (1) The product is [CH2:21]([CH:12]([C:3]1[CH:4]=[CH:5][C:6]([NH2:9])=[C:7]([F:8])[C:2]=1[F:1])[C:13]([OH:15])=[O:14])[CH3:22]. The yield is 0.380. The reactants are [F:1][C:2]1[C:7]([F:8])=[C:6]([N+:9]([O-])=O)[CH:5]=[CH:4][C:3]=1[CH2:12][C:13]([O:15]CC)=[O:14].Cl[Sn]Cl.[CH3:21][CH2:22]O. No catalyst specified. (2) The reactants are C(OC(=O)[NH:7][C@H:8]1[CH2:13][CH2:12][C@H:11]([O:14][C:15]2[C:30]3[CH2:29][CH:28]=[CH:27][CH2:26][CH2:25][C:24]4[CH:31]=[C:32]([CH3:37])[N:33]=[C:34]([O:35]C)[C:23]=4[CH2:22][NH:21][C:20](=[O:38])[C:19]=3[CH:18]=[C:17]([Cl:39])[CH:16]=2)[CH2:10][CH2:9]1)(C)(C)C.Cl. The catalyst is O1CCOCC1. The product is [ClH:39].[NH2:7][C@H:8]1[CH2:13][CH2:12][C@H:11]([O:14][C:15]2[C:30]3[CH2:29][CH:28]=[CH:27][CH2:26][CH2:25][C:24]4[CH:31]=[C:32]([CH3:37])[NH:33][C:34](=[O:35])[C:23]=4[CH2:22][NH:21][C:20](=[O:38])[C:19]=3[CH:18]=[C:17]([Cl:39])[CH:16]=2)[CH2:10][CH2:9]1. The yield is 0.890. (3) The reactants are [CH3:1][O:2][C:3]([C:5]1([C:8]2[CH:13]=[CH:12][C:11]([O:14][CH2:15][CH2:16][C:17]([OH:19])=O)=[CH:10][CH:9]=2)[CH2:7][CH2:6]1)=[O:4].C(Cl)(=O)C(Cl)=O. The catalyst is C(Cl)Cl.CN(C=O)C. The product is [O:19]=[C:17]1[C:10]2[C:11](=[CH:12][CH:13]=[C:8]([C:5]3([C:3]([OH:2])=[O:4])[CH2:6][CH2:7]3)[CH:9]=2)[O:14][CH2:15][CH2:16]1.[O:19]=[C:17]1[C:10]2[C:11](=[CH:12][CH:13]=[C:8]([C:5]3([C:3]([O:2][CH3:1])=[O:4])[CH2:6][CH2:7]3)[CH:9]=2)[O:14][CH2:15][CH2:16]1. The yield is 0.190. (4) The reactants are [CH3:1][C:2]1[NH:3][C:4]2[C:9]([C:10]=1[CH:11]=O)=[CH:8][CH:7]=[C:6]([C:13](=[O:20])[C:14]1[CH:19]=[CH:18][CH:17]=[CH:16][CH:15]=1)[CH:5]=2.[C:21]([C:24]1[CH:29]=[CH:28][N:27]=[CH:26][CH:25]=1)(=[O:23])[CH3:22].N1CCCCC1. The catalyst is CO. The product is [C:13]([C:6]1[CH:5]=[C:4]2[C:9]([C:10](/[CH:11]=[CH:22]/[C:21]([C:24]3[CH:29]=[CH:28][N:27]=[CH:26][CH:25]=3)=[O:23])=[C:2]([CH3:1])[NH:3]2)=[CH:8][CH:7]=1)(=[O:20])[C:14]1[CH:15]=[CH:16][CH:17]=[CH:18][CH:19]=1. The yield is 0.740. (5) The reactants are C1(N)CCCCC1.[C:8]([O:12][C:13](=[O:28])[CH2:14][C@@H:15]([CH2:19][CH2:20][CH2:21][C:22]1[CH:27]=[CH:26][CH:25]=[CH:24][CH:23]=1)[C:16]([OH:18])=[O:17])([CH3:11])([CH3:10])[CH3:9].C(OCC)(=O)C.C(O)(=O)CC(CC(O)=O)(C(O)=O)O.[OH-].[Na+:49]. The catalyst is O. The product is [Na+:49].[C:8]([O:12][C:13](=[O:28])[CH2:14][C@@H:15]([CH2:19][CH2:20][CH2:21][CH:22]1[CH2:23][CH2:24][CH2:25][CH2:26][CH2:27]1)[C:16]([O-:18])=[O:17])([CH3:11])([CH3:9])[CH3:10]. The yield is 0.690. (6) The reactants are [Cl:1][C:2]1[CH:10]=[C:9]2[C:5]([CH:6]=[CH:7][NH:8]2)=[CH:4][C:3]=1B1OCC(C)(C)CO1.[C:19](=O)([O-])[O-:20].[K+].[K+].Br[C:26]1[CH:37]=[CH:36][C:29]([O:30][CH2:31][CH2:32][C:33]([OH:35])=[O:34])=[CH:28][CH:27]=1. The catalyst is O1CCOCC1.CN(C=O)C.C1C=CC(P(C2C=CC=CC=2)[C-]2C=CC=C2)=CC=1.C1C=CC(P(C2C=CC=CC=2)[C-]2C=CC=C2)=CC=1.Cl[Pd]Cl.[Fe+2]. The product is [Cl:1][C:2]1[CH:10]=[C:9]2[C:5]([C:6]([CH:19]=[O:20])=[CH:7][NH:8]2)=[CH:4][C:3]=1[C:26]1[CH:37]=[CH:36][C:29]([O:30][CH2:31][CH2:32][C:33]([OH:35])=[O:34])=[CH:28][CH:27]=1. The yield is 0.870. (7) The yield is 0.0630. The reactants are Br[C:2]1[C:3]([F:20])=[CH:4][C:5]2[CH:11]3[CH2:12][CH:9]([CH2:10]3)[N:8]3[CH:13]=[C:14]([C:16]([NH2:18])=[O:17])[N:15]=[C:7]3[C:6]=2[CH:19]=1.[N:21]1[CH:26]=[CH:25][CH:24]=[CH:23][C:22]=1[C:27]([OH:31])([C:29]#[CH:30])[CH3:28]. No catalyst specified. The product is [F:20][C:3]1[C:2]([C:30]#[C:29][C:27]([OH:31])([C:22]2[CH:23]=[CH:24][CH:25]=[CH:26][N:21]=2)[CH3:28])=[CH:19][C:6]2[C:7]3[N:8]([CH:13]=[C:14]([C:16]([NH2:18])=[O:17])[N:15]=3)[CH:9]3[CH2:12][CH:11]([C:5]=2[CH:4]=1)[CH2:10]3. (8) The reactants are [Br:1][C:2]1[CH:3]=[C:4]2[C:8](=[CH:9][CH:10]=1)[NH:7][C:6](=[O:11])[CH2:5]2.[N:12]1([CH2:17][CH2:18][NH:19][C:20]([C:22]2[C:26]([CH3:27])=[C:25]([CH:28]=O)[NH:24][C:23]=2[CH3:30])=[O:21])[CH2:16][CH2:15][CH2:14][CH2:13]1. No catalyst specified. The product is [N:12]1([CH2:17][CH2:18][NH:19][C:20]([C:22]2[C:26]([CH3:27])=[C:25]([CH:28]=[C:5]3[C:4]4[C:8](=[CH:9][CH:10]=[C:2]([Br:1])[CH:3]=4)[NH:7][C:6]3=[O:11])[NH:24][C:23]=2[CH3:30])=[O:21])[CH2:16][CH2:15][CH2:14][CH2:13]1. The yield is 0.810.